From a dataset of Rat liver microsome stability data. Regression/Classification. Given a drug SMILES string, predict its absorption, distribution, metabolism, or excretion properties. Task type varies by dataset: regression for continuous measurements (e.g., permeability, clearance, half-life) or binary classification for categorical outcomes (e.g., BBB penetration, CYP inhibition). Dataset: rlm. (1) The drug is Cc1cccc2c(Nc3cccc(-c4nc5c(C(N)=O)cccc5[nH]4)c3)c3ccccc3nc12. The result is 0 (unstable in rat liver microsomes). (2) The drug is Cc1ccnc(NC(c2ccc([N+](=O)[O-])cc2)c2ccc3ccc(C)nc3c2O)c1. The result is 1 (stable in rat liver microsomes).